Dataset: Catalyst prediction with 721,799 reactions and 888 catalyst types from USPTO. Task: Predict which catalyst facilitates the given reaction. Reactant: [CH:1]1([N:4]2[CH2:9][C:8]3([CH2:14][CH2:13][N:12]([CH:15]([C:21]4[CH:26]=[CH:25][C:24]([C:27]5[CH:36]=[C:35]6[C:30]([CH:31]=[CH:32][CH:33]=[N:34]6)=[CH:29][CH:28]=5)=[CH:23][CH:22]=4)[CH2:16][C:17]([O:19]C)=[O:18])[CH2:11][CH2:10]3)[O:7][CH2:6][C:5]2=[O:37])[CH2:3][CH2:2]1.[Li+].[OH-]. Product: [CH:1]1([N:4]2[CH2:9][C:8]3([CH2:10][CH2:11][N:12]([CH:15]([C:21]4[CH:22]=[CH:23][C:24]([C:27]5[CH:36]=[C:35]6[C:30]([CH:31]=[CH:32][CH:33]=[N:34]6)=[CH:29][CH:28]=5)=[CH:25][CH:26]=4)[CH2:16][C:17]([OH:19])=[O:18])[CH2:13][CH2:14]3)[O:7][CH2:6][C:5]2=[O:37])[CH2:3][CH2:2]1. The catalyst class is: 8.